This data is from Full USPTO retrosynthesis dataset with 1.9M reactions from patents (1976-2016). The task is: Predict the reactants needed to synthesize the given product. Given the product [Cl:1][C:2]1[S:6][C:5]([NH:36][C:38]([N:27]2[CH2:28][C@H:29]([CH3:30])[N:24]([CH2:23][C:19]3[CH:18]=[C:17]4[C:22]([C:13]([NH2:12])=[N:14][CH:15]=[N:16]4)=[CH:21][CH:20]=3)[C:25](=[O:34])[C@@H:26]2[CH2:31][CH2:32][CH3:33])=[O:39])=[CH:4][CH:3]=1, predict the reactants needed to synthesize it. The reactants are: [Cl:1][C:2]1[S:6][C:5](C(N=[N+]=[N-])=O)=[CH:4][CH:3]=1.[NH2:12][C:13]1[C:22]2[C:17](=[CH:18][C:19]([CH2:23][N:24]3[CH:29]([CH3:30])[CH2:28][NH:27][CH:26]([CH2:31][CH2:32][CH3:33])[C:25]3=[O:34])=[CH:20][CH:21]=2)[N:16]=[CH:15][N:14]=1.C[N:36]([CH:38]=[O:39])C.